This data is from NCI-60 drug combinations with 297,098 pairs across 59 cell lines. The task is: Regression. Given two drug SMILES strings and cell line genomic features, predict the synergy score measuring deviation from expected non-interaction effect. (1) Drug 1: CN(C)C1=NC(=NC(=N1)N(C)C)N(C)C. Drug 2: C1=NC(=NC(=O)N1C2C(C(C(O2)CO)O)O)N. Cell line: RPMI-8226. Synergy scores: CSS=21.9, Synergy_ZIP=8.76, Synergy_Bliss=7.36, Synergy_Loewe=-33.8, Synergy_HSA=-0.595. (2) Cell line: IGROV1. Synergy scores: CSS=29.1, Synergy_ZIP=2.39, Synergy_Bliss=1.45, Synergy_Loewe=-25.9, Synergy_HSA=0.429. Drug 1: CC1=C2C(C(=O)C3(C(CC4C(C3C(C(C2(C)C)(CC1OC(=O)C(C(C5=CC=CC=C5)NC(=O)OC(C)(C)C)O)O)OC(=O)C6=CC=CC=C6)(CO4)OC(=O)C)OC)C)OC. Drug 2: CN1C(=O)N2C=NC(=C2N=N1)C(=O)N. (3) Drug 1: C1=NC2=C(N=C(N=C2N1C3C(C(C(O3)CO)O)F)Cl)N. Drug 2: CC(C)NC(=O)C1=CC=C(C=C1)CNNC.Cl. Cell line: SW-620. Synergy scores: CSS=0.363, Synergy_ZIP=-0.00866, Synergy_Bliss=-0.224, Synergy_Loewe=-0.562, Synergy_HSA=-1.21. (4) Drug 1: CC1=C(C=C(C=C1)NC2=NC=CC(=N2)N(C)C3=CC4=NN(C(=C4C=C3)C)C)S(=O)(=O)N.Cl. Drug 2: CS(=O)(=O)CCNCC1=CC=C(O1)C2=CC3=C(C=C2)N=CN=C3NC4=CC(=C(C=C4)OCC5=CC(=CC=C5)F)Cl. Cell line: MOLT-4. Synergy scores: CSS=15.9, Synergy_ZIP=-0.984, Synergy_Bliss=7.79, Synergy_Loewe=4.47, Synergy_HSA=5.24. (5) Drug 1: C1CCN(CC1)CCOC2=CC=C(C=C2)C(=O)C3=C(SC4=C3C=CC(=C4)O)C5=CC=C(C=C5)O. Drug 2: COC1=C2C(=CC3=C1OC=C3)C=CC(=O)O2. Cell line: A549. Synergy scores: CSS=-1.54, Synergy_ZIP=0.719, Synergy_Bliss=-2.43, Synergy_Loewe=-3.34, Synergy_HSA=-4.70. (6) Drug 2: CN(CC1=CN=C2C(=N1)C(=NC(=N2)N)N)C3=CC=C(C=C3)C(=O)NC(CCC(=O)O)C(=O)O. Drug 1: C1CCC(CC1)NC(=O)N(CCCl)N=O. Cell line: CAKI-1. Synergy scores: CSS=16.9, Synergy_ZIP=-8.04, Synergy_Bliss=-3.86, Synergy_Loewe=-3.37, Synergy_HSA=0.975. (7) Drug 1: C1C(C(OC1N2C=C(C(=O)NC2=O)F)CO)O. Drug 2: C1CN1C2=NC(=NC(=N2)N3CC3)N4CC4. Cell line: M14. Synergy scores: CSS=26.9, Synergy_ZIP=-1.99, Synergy_Bliss=1.65, Synergy_Loewe=-0.846, Synergy_HSA=1.45. (8) Drug 1: CC1=C(C(=CC=C1)Cl)NC(=O)C2=CN=C(S2)NC3=CC(=NC(=N3)C)N4CCN(CC4)CCO. Drug 2: CC1=C(C(=O)C2=C(C1=O)N3CC4C(C3(C2COC(=O)N)OC)N4)N. Cell line: PC-3. Synergy scores: CSS=11.3, Synergy_ZIP=-0.997, Synergy_Bliss=9.46, Synergy_Loewe=5.83, Synergy_HSA=7.96. (9) Drug 1: CNC(=O)C1=CC=CC=C1SC2=CC3=C(C=C2)C(=NN3)C=CC4=CC=CC=N4. Drug 2: C1=CC(=C2C(=C1NCCNCCO)C(=O)C3=C(C=CC(=C3C2=O)O)O)NCCNCCO. Cell line: HT29. Synergy scores: CSS=50.8, Synergy_ZIP=8.95, Synergy_Bliss=7.44, Synergy_Loewe=-4.14, Synergy_HSA=6.76. (10) Drug 1: CC1OCC2C(O1)C(C(C(O2)OC3C4COC(=O)C4C(C5=CC6=C(C=C35)OCO6)C7=CC(=C(C(=C7)OC)O)OC)O)O. Drug 2: CCCS(=O)(=O)NC1=C(C(=C(C=C1)F)C(=O)C2=CNC3=C2C=C(C=N3)C4=CC=C(C=C4)Cl)F. Cell line: UACC62. Synergy scores: CSS=45.3, Synergy_ZIP=-9.09, Synergy_Bliss=-6.91, Synergy_Loewe=-4.18, Synergy_HSA=-1.26.